The task is: Regression. Given two drug SMILES strings and cell line genomic features, predict the synergy score measuring deviation from expected non-interaction effect.. This data is from NCI-60 drug combinations with 297,098 pairs across 59 cell lines. (1) Drug 1: CC1=C(C=C(C=C1)NC2=NC=CC(=N2)N(C)C3=CC4=NN(C(=C4C=C3)C)C)S(=O)(=O)N.Cl. Drug 2: CC1=C2C(C(=O)C3(C(CC4C(C3C(C(C2(C)C)(CC1OC(=O)C(C(C5=CC=CC=C5)NC(=O)C6=CC=CC=C6)O)O)OC(=O)C7=CC=CC=C7)(CO4)OC(=O)C)O)C)OC(=O)C. Cell line: MDA-MB-435. Synergy scores: CSS=62.1, Synergy_ZIP=14.3, Synergy_Bliss=14.6, Synergy_Loewe=-40.6, Synergy_HSA=12.2. (2) Drug 1: CC12CCC3C(C1CCC2=O)CC(=C)C4=CC(=O)C=CC34C. Drug 2: CC(C)CN1C=NC2=C1C3=CC=CC=C3N=C2N. Cell line: SR. Synergy scores: CSS=52.4, Synergy_ZIP=-0.256, Synergy_Bliss=-1.00, Synergy_Loewe=-0.906, Synergy_HSA=-0.311.